Dataset: Full USPTO retrosynthesis dataset with 1.9M reactions from patents (1976-2016). Task: Predict the reactants needed to synthesize the given product. (1) Given the product [C:1]([C:5]1[CH:6]=[CH:7][C:8]([CH2:9][NH:10][C:24](=[O:25])[CH:23]([C:18]2[CH:19]=[CH:20][CH:21]=[C:22]3[C:17]=2[CH:16]=[CH:15][N:14]=[CH:13]3)[CH3:27])=[CH:11][CH:12]=1)([CH3:4])([CH3:2])[CH3:3], predict the reactants needed to synthesize it. The reactants are: [C:1]([C:5]1[CH:12]=[CH:11][C:8]([CH2:9][NH2:10])=[CH:7][CH:6]=1)([CH3:4])([CH3:3])[CH3:2].[CH:13]1[C:22]2[C:17](=[C:18]([CH:23]([CH3:27])[C:24](O)=[O:25])[CH:19]=[CH:20][CH:21]=2)[CH:16]=[CH:15][N:14]=1.C1C2C(=C(CC(O)=O)C=CC=2)C=CN=1. (2) The reactants are: [H-].[Na+].[CH3:3][O:4][CH2:5][C:6]([NH:8][C:9]1[CH:10]=[C:11]([C:15]2[N:16]=[C:17]([CH2:20][N:21]3[CH:25]=[C:24]([C:26]([O:28][CH2:29][CH3:30])=[O:27])[CH:23]=[N:22]3)[S:18][CH:19]=2)[CH:12]=[CH:13][CH:14]=1)=[O:7].I[CH3:32].O. Given the product [CH3:3][O:4][CH2:5][C:6]([N:8]([CH3:32])[C:9]1[CH:10]=[C:11]([C:15]2[N:16]=[C:17]([CH2:20][N:21]3[CH:25]=[C:24]([C:26]([O:28][CH2:29][CH3:30])=[O:27])[CH:23]=[N:22]3)[S:18][CH:19]=2)[CH:12]=[CH:13][CH:14]=1)=[O:7], predict the reactants needed to synthesize it. (3) The reactants are: [F:1][C:2]1[C:7]2[N:8]=[CH:9][O:10][C:6]=2[C:5]2[NH:11][C:12](=[O:22])[N:13]([C:14]3[CH:19]=[CH:18][C:17]([I:20])=[CH:16][C:15]=3[F:21])[C:4]=2[C:3]=1[F:23].[CH:24]1([S:27](Cl)(=[O:29])=[O:28])[CH2:26][CH2:25]1.C(OCC)(=O)C. Given the product [CH:24]1([S:27]([N:11]2[C:5]3[C:6]4[O:10][CH:9]=[N:8][C:7]=4[C:2]([F:1])=[C:3]([F:23])[C:4]=3[N:13]([C:14]3[CH:19]=[CH:18][C:17]([I:20])=[CH:16][C:15]=3[F:21])[C:12]2=[O:22])(=[O:29])=[O:28])[CH2:26][CH2:25]1, predict the reactants needed to synthesize it. (4) Given the product [Br:16][CH:5]1[CH2:6][N:7]([C:10]2[CH:15]=[N:14][CH:13]=[CH:12][N:11]=2)[CH2:8][CH2:9][N:4]1[CH:1]([CH3:3])[CH3:2], predict the reactants needed to synthesize it. The reactants are: [CH:1]([N:4]1[CH2:9][CH2:8][N:7]([C:10]2[CH:15]=[N:14][CH:13]=[CH:12][N:11]=2)[CH2:6][CH2:5]1)([CH3:3])[CH3:2].[Br:16]N1C(=O)CCC1=O.C([O-])([O-])=O.[Na+].[Na+]. (5) The reactants are: [C@H:1]([OH:14])([C@H:9]([OH:13])[C:10]([O-:12])=[O:11])[C@H:2]([OH:8])[C@@H:3]([OH:7])[C:4]([O-:6])=[O:5].N1C=C(C2CCCN2C)C=CC=1. Given the product [C@H:1]([OH:14])([C@H:9]([OH:13])[C:10]([OH:12])=[O:11])[C@H:2]([OH:8])[C@@H:3]([OH:7])[C:4]([OH:6])=[O:5], predict the reactants needed to synthesize it. (6) The reactants are: [Br:1]Br.[CH3:3][N:4]1[C:8]([C:9]2[CH:14]=[CH:13][N:12]=[C:11]([NH:15][C:16]3[CH:21]=[CH:20][C:19]([S:22](=[O:29])(=[O:28])[NH:23][CH2:24][CH2:25][O:26][CH3:27])=[CH:18][CH:17]=3)[N:10]=2)=[CH:7][N:6]=[C:5]1[CH3:30]. Given the product [Br:1][C:14]1[C:9]([C:8]2[N:4]([CH3:3])[C:5]([CH3:30])=[N:6][CH:7]=2)=[N:10][C:11]([NH:15][C:16]2[CH:17]=[CH:18][C:19]([S:22](=[O:29])(=[O:28])[NH:23][CH2:24][CH2:25][O:26][CH3:27])=[CH:20][CH:21]=2)=[N:12][CH:13]=1, predict the reactants needed to synthesize it. (7) Given the product [NH2:1][C:2]1[CH:9]=[CH:8][C:7]([S:10][C:11]#[N:12])=[CH:6][C:3]=1[C:4]#[N:5], predict the reactants needed to synthesize it. The reactants are: [NH2:1][C:2]1[CH:9]=[CH:8][CH:7]=[CH:6][C:3]=1[C:4]#[N:5].[S-:10][C:11]#[N:12].[Na+].BrBr.C([O-])(O)=O.[Na+].